Dataset: NCI-60 drug combinations with 297,098 pairs across 59 cell lines. Task: Regression. Given two drug SMILES strings and cell line genomic features, predict the synergy score measuring deviation from expected non-interaction effect. Drug 1: CC(CN1CC(=O)NC(=O)C1)N2CC(=O)NC(=O)C2. Drug 2: C#CCC(CC1=CN=C2C(=N1)C(=NC(=N2)N)N)C3=CC=C(C=C3)C(=O)NC(CCC(=O)O)C(=O)O. Cell line: NCI/ADR-RES. Synergy scores: CSS=2.18, Synergy_ZIP=-1.01, Synergy_Bliss=-1.42, Synergy_Loewe=-1.78, Synergy_HSA=-2.25.